Dataset: Full USPTO retrosynthesis dataset with 1.9M reactions from patents (1976-2016). Task: Predict the reactants needed to synthesize the given product. (1) Given the product [CH2:16]([C:18]1[C:26]2[C:21](=[CH:22][CH:23]=[C:24]([N+:27]([O-:29])=[O:28])[CH:25]=2)[NH:20][C:19]=1[C:30]([NH:15][CH2:14][CH2:13][C:11]1[CH:10]=[CH:9][CH:8]=[C:7]([N:1]2[CH2:2][CH2:3][CH2:4][CH2:5][CH2:6]2)[N:12]=1)=[O:31])[CH3:17], predict the reactants needed to synthesize it. The reactants are: [N:1]1([C:7]2[N:12]=[C:11]([CH2:13][CH2:14][NH2:15])[CH:10]=[CH:9][CH:8]=2)[CH2:6][CH2:5][CH2:4][CH2:3][CH2:2]1.[CH2:16]([C:18]1[C:26]2[C:21](=[CH:22][CH:23]=[C:24]([N+:27]([O-:29])=[O:28])[CH:25]=2)[NH:20][C:19]=1[C:30](O)=[O:31])[CH3:17].C(N=C=NCCCN(C)C)C.N1(O)C2C=CC=CC=2N=N1.C(N(C(C)C)C(C)C)C. (2) Given the product [CH2:26]([CH:25]([CH2:28][CH3:29])[C:24]([NH:23][C:20]1[CH:21]=[CH:22][C:17]([N:14]2[CH2:15][CH2:16][N:11]([CH:4]([C:5]3[CH:10]=[CH:9][CH:8]=[CH:7][CH:6]=3)[C:3]3[O:32][N:48]=[C:41]([C:42]4[CH:47]=[CH:46][CH:45]=[CH:44][CH:43]=4)[N:40]=3)[CH2:12][CH2:13]2)=[C:18]([F:31])[CH:19]=1)=[O:30])[CH3:27], predict the reactants needed to synthesize it. The reactants are: CO[C:3](=[O:32])[CH:4]([N:11]1[CH2:16][CH2:15][N:14]([C:17]2[CH:22]=[CH:21][C:20]([NH:23][C:24](=[O:30])[CH:25]([CH2:28][CH3:29])[CH2:26][CH3:27])=[CH:19][C:18]=2[F:31])[CH2:13][CH2:12]1)[C:5]1[CH:10]=[CH:9][CH:8]=[CH:7][CH:6]=1.C([O-])([O-])=O.[K+].[K+].O[NH:40][C:41](=[NH:48])[C:42]1[CH:47]=[CH:46][CH:45]=[CH:44][CH:43]=1. (3) Given the product [CH3:1][O:2][CH2:3][C:4]1[CH:9]=[CH:8][CH:7]=[CH:6][C:5]=1[NH2:10], predict the reactants needed to synthesize it. The reactants are: [CH3:1][O:2][CH2:3][C:4]1[CH:9]=[CH:8][CH:7]=[CH:6][C:5]=1[N+:10]([O-])=O.